This data is from Full USPTO retrosynthesis dataset with 1.9M reactions from patents (1976-2016). The task is: Predict the reactants needed to synthesize the given product. (1) Given the product [CH3:1][O:2][CH2:3][CH:4]([NH:6][C:9]([C:11]1[C:15]([NH:16][C:17]([C:19]2[C:24]([NH:25][C:26]3[CH:27]=[N:28][CH:29]=[N:30][CH:31]=3)=[CH:23][CH:22]=[C:21]([CH:32]3[CH2:34][CH2:33]3)[N:20]=2)=[O:18])=[CH:14][N:13]([CH3:35])[N:12]=1)=[O:8])[CH3:5], predict the reactants needed to synthesize it. The reactants are: [CH3:1][O:2][CH2:3][CH:4]([NH2:6])[CH3:5].C[O:8][C:9]([C:11]1[C:15]([NH:16][C:17]([C:19]2[C:24]([NH:25][C:26]3[CH:27]=[N:28][CH:29]=[N:30][CH:31]=3)=[CH:23][CH:22]=[C:21]([CH:32]3[CH2:34][CH2:33]3)[N:20]=2)=[O:18])=[CH:14][N:13]([CH3:35])[N:12]=1)=O. (2) Given the product [Cl:10][C:11]1[C:20]2[C:19](=[CH:18][C:17]([O:21][CH3:22])=[CH:16][CH:15]=2)[CH:9]=[C:7]([N:3]([CH2:4][CH3:6])[CH3:2])[N:12]=1, predict the reactants needed to synthesize it. The reactants are: C[CH2:2][N:3]([CH:7]([CH3:9])C)[CH:4]([CH3:6])C.[Cl:10][C:11]1[C:20]2[C:15](=[CH:16][C:17]([O:21][CH3:22])=[CH:18][CH:19]=2)C=C(NC)[N:12]=1.C(=O)C.C([BH3-])#N. (3) Given the product [Cl:1][C:2]1[C:7]2=[N:8][CH:9]=[C:10]([O:12][CH2:13][C:14]3[N:18]=[CH:17][O:36][C:32]=3[CH3:31])[N:11]=[C:6]2[CH:5]=[CH:4][N:3]=1, predict the reactants needed to synthesize it. The reactants are: [Cl:1][C:2]1[C:7]2=[N:8][CH:9]=[C:10]([O:12][CH2:13][C:14]3OC=[CH:17][N:18]=3)[N:11]=[C:6]2[CH:5]=[CH:4][N:3]=1.ClC1N=C2C=CN=C(Cl)C2=NC=1.[CH3:31][C:32]1[O:36]C=NC=1CO.